Predict the reactants needed to synthesize the given product. From a dataset of Full USPTO retrosynthesis dataset with 1.9M reactions from patents (1976-2016). (1) Given the product [Cl:19][C:13]1[CH:14]=[C:15]([Cl:18])[CH:16]=[CH:17][C:12]=1[C:10]1[N:11]=[C:7]([CH2:6][C:5]2[CH:34]=[CH:35][C:2]([C:41]3[CH:42]=[CH:43][C:38]([C:37]([F:48])([F:47])[F:36])=[CH:39][CH:40]=3)=[CH:3][CH:4]=2)[N:8]([C:20]2[CH:21]=[CH:22][C:23]([N:26]3[S:30](=[O:32])(=[O:31])[NH:29][C:28](=[O:33])[CH2:27]3)=[CH:24][CH:25]=2)[CH:9]=1, predict the reactants needed to synthesize it. The reactants are: Br[C:2]1[CH:35]=[CH:34][C:5]([CH2:6][C:7]2[N:8]([C:20]3[CH:25]=[CH:24][C:23]([N:26]4[S:30](=[O:32])(=[O:31])[NH:29][C:28](=[O:33])[CH2:27]4)=[CH:22][CH:21]=3)[CH:9]=[C:10]([C:12]3[CH:17]=[CH:16][C:15]([Cl:18])=[CH:14][C:13]=3[Cl:19])[N:11]=2)=[CH:4][CH:3]=1.[F:36][C:37]([F:48])([F:47])[C:38]1[CH:43]=[CH:42][C:41](B(O)O)=[CH:40][CH:39]=1. (2) Given the product [CH2:20]([O:1][C:2]1[C:11](=[O:12])[N:10]2[C:5]([C:6]([CH3:13])([CH3:14])[O:7][CH2:8][CH2:9]2)=[N:4][C:3]=1[C:15]([O:17][CH2:18][CH3:19])=[O:16])[C:21]1[CH:26]=[CH:25][CH:24]=[CH:23][CH:22]=1, predict the reactants needed to synthesize it. The reactants are: [OH:1][C:2]1[C:11](=[O:12])[N:10]2[C:5]([C:6]([CH3:14])([CH3:13])[O:7][CH2:8][CH2:9]2)=[N:4][C:3]=1[C:15]([O:17][CH2:18][CH3:19])=[O:16].[CH2:20](Br)[C:21]1[CH:26]=[CH:25][CH:24]=[CH:23][CH:22]=1.C([O-])([O-])=O.[K+].[K+]. (3) Given the product [Cl:31][C:28]1[CH:29]=[CH:30][C:25]([CH:17]([C:18]2[CH:19]=[CH:20][C:21]([Cl:24])=[CH:22][CH:23]=2)[N:15]2[CH2:16][C:13](=[C:4]([C:5]3[CH:6]=[C:7]([F:12])[CH:8]=[C:9]([F:11])[CH:10]=3)[CH2:3][OH:2])[CH2:14]2)=[CH:26][CH:27]=1, predict the reactants needed to synthesize it. The reactants are: C[O:2][C:3](=O)[C:4](=[C:13]1[CH2:16][N:15]([CH:17]([C:25]2[CH:30]=[CH:29][C:28]([Cl:31])=[CH:27][CH:26]=2)[C:18]2[CH:23]=[CH:22][C:21]([Cl:24])=[CH:20][CH:19]=2)[CH2:14]1)[C:5]1[CH:10]=[C:9]([F:11])[CH:8]=[C:7]([F:12])[CH:6]=1.CC(C[AlH]CC(C)C)C. (4) The reactants are: [CH3:1][N:2]1[C:6]([NH:7][C:8]2[N:9]=[CH:10][C:11]3[C:16]([CH:17]=2)=[CH:15][C:14]([C:18]([OH:20])=O)=[CH:13][CH:12]=3)=[CH:5][CH:4]=[N:3]1.[CH2:21]([N:28]1[CH2:32][C@@H:31]([C:33]2[CH:38]=[CH:37][C:36]([O:39][CH3:40])=[CH:35][CH:34]=2)[C@H:30]([NH2:41])[CH2:29]1)[C:22]1[CH:27]=[CH:26][CH:25]=[CH:24][CH:23]=1.CN(C(ON1N=NC2C=CC=NC1=2)=[N+](C)C)C.F[P-](F)(F)(F)(F)F. Given the product [CH2:21]([N:28]1[CH2:32][C@@H:31]([C:33]2[CH:34]=[CH:35][C:36]([O:39][CH3:40])=[CH:37][CH:38]=2)[C@H:30]([NH:41][C:18]([C:14]2[CH:15]=[C:16]3[C:11](=[CH:12][CH:13]=2)[CH:10]=[N:9][C:8]([NH:7][C:6]2[N:2]([CH3:1])[N:3]=[CH:4][CH:5]=2)=[CH:17]3)=[O:20])[CH2:29]1)[C:22]1[CH:23]=[CH:24][CH:25]=[CH:26][CH:27]=1, predict the reactants needed to synthesize it. (5) Given the product [C:1]([CH2:3][C:4]1([CH2:17][N:18]([C@@H:25]2[CH2:27][C@H:26]2[C:28]2[CH:33]=[CH:32][CH:31]=[CH:30][CH:29]=2)[C:19](=[O:24])[C:20]([F:23])([F:21])[F:22])[CH2:9][CH2:8][NH:7][CH2:6][CH2:5]1)#[N:2], predict the reactants needed to synthesize it. The reactants are: [C:1]([CH2:3][C:4]1([CH2:17][N:18]([C@@H:25]2[CH2:27][C@H:26]2[C:28]2[CH:33]=[CH:32][CH:31]=[CH:30][CH:29]=2)[C:19](=[O:24])[C:20]([F:23])([F:22])[F:21])[CH2:9][CH2:8][N:7](C(OC(C)(C)C)=O)[CH2:6][CH2:5]1)#[N:2].Cl.O1CCOCC1. (6) Given the product [CH2:3]([C:5]1[CH:6]=[N:7][C:8]([C:11]2[CH:12]=[C:13]3[C:17](=[CH:18][CH:19]=2)[C@H:16]([N:20]2[CH2:23][C:22]4([CH2:28][CH2:27][N:26]([C:38](=[O:39])[CH2:37][C:34]5[CH:33]=[CH:32][C:31]([O:30][CH3:29])=[CH:36][N:35]=5)[CH2:25][CH2:24]4)[CH2:21]2)[CH2:15][CH2:14]3)=[N:9][CH:10]=1)[CH3:4], predict the reactants needed to synthesize it. The reactants are: Cl.Cl.[CH2:3]([C:5]1[CH:6]=[N:7][C:8]([C:11]2[CH:12]=[C:13]3[C:17](=[CH:18][CH:19]=2)[C@H:16]([N:20]2[CH2:23][C:22]4([CH2:28][CH2:27][NH:26][CH2:25][CH2:24]4)[CH2:21]2)[CH2:15][CH2:14]3)=[N:9][CH:10]=1)[CH3:4].[CH3:29][O:30][C:31]1[CH:32]=[CH:33][C:34]([CH2:37][C:38](O)=[O:39])=[N:35][CH:36]=1.CN(C(ON1N=NC2C=CC=CC1=2)=[N+](C)C)C.F[P-](F)(F)(F)(F)F.C(N(CC)CC)C. (7) Given the product [Cl:24][C:10]1[C:11]2[C:16](=[CH:15][CH:14]=[CH:13][CH:12]=2)[C:17]([C:18]2[CH:23]=[CH:22][CH:21]=[CH:20][CH:19]=2)=[C:8]([C:6]([NH:5][CH2:4][C:3]([OH:25])=[O:2])=[O:7])[N:9]=1, predict the reactants needed to synthesize it. The reactants are: C[O:2][C:3](=[O:25])[CH2:4][NH:5][C:6]([C:8]1[N:9]=[C:10]([Cl:24])[C:11]2[C:16]([C:17]=1[C:18]1[CH:23]=[CH:22][CH:21]=[CH:20][CH:19]=1)=[CH:15][CH:14]=[CH:13][CH:12]=2)=[O:7].Cl.C([O-])(O)=O.[Na+].